This data is from Reaction yield outcomes from USPTO patents with 853,638 reactions. The task is: Predict the reaction yield, written as a fraction of the theoretical maximum amount of product (1.0 means a 100% yield; for example, 0.34 means a 34% yield). (1) The reactants are [CH2:1](Br)[C:2]1[CH:7]=[CH:6][CH:5]=[CH:4][CH:3]=1.[CH2:9]([CH:11]1[CH2:16][NH:15][CH2:14][CH2:13][NH:12]1)[CH3:10]. The catalyst is CN(C=O)C. The product is [CH2:1]([N:15]1[CH2:14][CH2:13][NH:12][CH:11]([CH2:9][CH3:10])[CH2:16]1)[C:2]1[CH:7]=[CH:6][CH:5]=[CH:4][CH:3]=1. The yield is 0.700. (2) The reactants are Br.[Br:2][CH2:3][CH2:4][CH2:5][NH2:6].C([O-])([O-])=O.[K+].[K+].[C:13](O[C:13]([O:15][C:16]([CH3:19])([CH3:18])[CH3:17])=[O:14])([O:15][C:16]([CH3:19])([CH3:18])[CH3:17])=[O:14]. The catalyst is O1CCOCC1.O. The product is [Br:2][CH:3]([C:13]([O:15][C:16]([CH3:19])([CH3:18])[CH3:17])=[O:14])[CH2:4][CH2:5][NH2:6]. The yield is 0.930. (3) The reactants are NC(C)(C)[CH2:3][OH:4].[C:7]([C:10]1[CH:18]=[CH:17][C:13](C(O)=O)=[CH:12][CH:11]=1)(=O)[CH3:8].C(Cl)C[Cl:21].C1C=CC2N(O)N=NC=2C=1.CCN(C(C)C)C(C)C. The catalyst is C(Cl)Cl. The product is [C:3]([Cl:21])(=[O:4])[CH2:8][CH2:7][C:10]1[CH:11]=[CH:12][CH:13]=[CH:17][CH:18]=1. The yield is 0.540. (4) The reactants are C(OC([N:8]([CH2:25][C@H:26]1[CH2:35][CH2:34][C:33]2[C:28](=[CH:29][CH:30]=[C:31]([C:36]3[CH:45]=[CH:44][CH:43]=[CH:42][C:37]=3[C:38]([O:40][CH3:41])=[O:39])[CH:32]=2)[O:27]1)[CH2:9][C@H:10]([O:17][Si](C(C)(C)C)(C)C)[C:11]1[CH:12]=[N:13][CH:14]=[CH:15][CH:16]=1)=O)(C)(C)C.Cl. The catalyst is CO.O1CCOCC1. The product is [OH:17][C@H:10]([C:11]1[CH:12]=[N:13][CH:14]=[CH:15][CH:16]=1)[CH2:9][NH:8][CH2:25][C@H:26]1[CH2:35][CH2:34][C:33]2[C:28](=[CH:29][CH:30]=[C:31]([C:36]3[CH:45]=[CH:44][CH:43]=[CH:42][C:37]=3[C:38]([O:40][CH3:41])=[O:39])[CH:32]=2)[O:27]1. The yield is 0.770. (5) The reactants are [F:1][C:2]1[C:15]([CH2:16][N:17]2[CH2:21][CH2:20][CH2:19][CH2:18]2)=[CH:14][CH:13]=[CH:12][C:3]=1[O:4][C@H:5]1[CH2:8][C@H:7]([CH2:9][NH:10][CH3:11])[CH2:6]1.C(N(CC)CC)C.[CH3:29][C:30]1[C:34]([C:35]([Cl:37])=[O:36])=[C:33]([CH3:38])[O:32][N:31]=1.C([O-])([O-])=O.[K+].[K+]. The catalyst is C(Cl)Cl. The product is [ClH:37].[F:1][C:2]1[C:15]([CH2:16][N:17]2[CH2:21][CH2:20][CH2:19][CH2:18]2)=[CH:14][CH:13]=[CH:12][C:3]=1[O:4][C@H:5]1[CH2:8][C@H:7]([CH2:9][N:10]([CH3:11])[C:35]([C:34]2[C:30]([CH3:29])=[N:31][O:32][C:33]=2[CH3:38])=[O:36])[CH2:6]1. The yield is 0.520. (6) The reactants are [Cl:1][C:2]1[C:3](F)=[CH:4][C:5]([F:28])=[C:6]([S:8]([N:11]([CH2:17][C:18]2[CH:23]=[CH:22][C:21]([O:24][CH3:25])=[CH:20][C:19]=2[O:26][CH3:27])[C:12]2[S:13][CH:14]=[N:15][N:16]=2)(=[O:10])=[O:9])[CH:7]=1.C(=O)([O-])[O-].[K+].[K+].[CH3:36][O:37][C:38]1[CH:43]=[CH:42][C:41]([SH:44])=[CH:40][CH:39]=1. The catalyst is CN(C)C(=O)C. The product is [Cl:1][C:2]1[C:3]([S:44][C:41]2[CH:42]=[CH:43][C:38]([O:37][CH3:36])=[CH:39][CH:40]=2)=[CH:4][C:5]([F:28])=[C:6]([S:8]([N:11]([CH2:17][C:18]2[CH:23]=[CH:22][C:21]([O:24][CH3:25])=[CH:20][C:19]=2[O:26][CH3:27])[C:12]2[S:13][CH:14]=[N:15][N:16]=2)(=[O:9])=[O:10])[CH:7]=1. The yield is 0.890. (7) The product is [CH2:1]([S:3]([N:6]1[CH2:7][CH2:8][CH:9]([C:12]2[C:20]3[C:15](=[C:16]([C:29]([NH2:31])=[O:30])[CH:17]=[C:18]([C:21]4[CH:26]=[CH:25][CH:24]=[C:23]([CH2:27][N:32]5[CH2:36][CH2:35][CH2:34][CH:33]5[C:37]5[S:38][CH:39]=[CH:40][N:41]=5)[CH:22]=4)[CH:19]=3)[NH:14][CH:13]=2)[CH2:10][CH2:11]1)(=[O:4])=[O:5])[CH3:2]. The yield is 0.304. No catalyst specified. The reactants are [CH2:1]([S:3]([N:6]1[CH2:11][CH2:10][CH:9]([C:12]2[C:20]3[C:15](=[C:16]([C:29]([NH2:31])=[O:30])[CH:17]=[C:18]([C:21]4[CH:26]=[CH:25][CH:24]=[C:23]([CH:27]=O)[CH:22]=4)[CH:19]=3)[NH:14][CH:13]=2)[CH2:8][CH2:7]1)(=[O:5])=[O:4])[CH3:2].[NH:32]1[CH2:36][CH2:35][CH2:34][CH:33]1[C:37]1[S:38][CH:39]=[CH:40][N:41]=1.[BH-](OC(C)=O)(OC(C)=O)OC(C)=O.[Na+]. (8) The reactants are [F:1][C:2]1[C:3]([CH2:24][N:25](C)[C:26](=O)OC(C)(C)C)=[CH:4][N:5]([S:14]([C:17]2[CH:22]=[C:21]([CH3:23])[CH:20]=[CH:19][N:18]=2)(=[O:16])=[O:15])[C:6]=1[C:7]1[C:8]([F:13])=[N:9][CH:10]=[CH:11][CH:12]=1.C(OCC)(=O)C.[ClH:40]. The catalyst is C(OCC)(=O)C.CC(O)C. The product is [ClH:40].[F:1][C:2]1[C:3]([CH2:24][NH:25][CH3:26])=[CH:4][N:5]([S:14]([C:17]2[CH:22]=[C:21]([CH3:23])[CH:20]=[CH:19][N:18]=2)(=[O:16])=[O:15])[C:6]=1[C:7]1[C:8]([F:13])=[N:9][CH:10]=[CH:11][CH:12]=1. The yield is 0.660.